Task: Predict the reaction yield, written as a fraction of the theoretical maximum amount of product (1.0 means a 100% yield; for example, 0.34 means a 34% yield).. Dataset: Reaction yield outcomes from USPTO patents with 853,638 reactions (1) The reactants are [NH2:1][C:2]1[CH:9]=[CH:8][C:5]([C:6]#[N:7])=[C:4]([Cl:10])[CH:3]=1.N1C=CC=CC=1.Cl[C:18]([O:20][C:21]1[CH:26]=[CH:25][CH:24]=[CH:23][CH:22]=1)=[O:19].CCOC(C)=O. The catalyst is C1COCC1. The product is [Cl:10][C:4]1[CH:3]=[C:2]([NH:1][C:18](=[O:19])[O:20][C:21]2[CH:26]=[CH:25][CH:24]=[CH:23][CH:22]=2)[CH:9]=[CH:8][C:5]=1[C:6]#[N:7]. The yield is 0.917. (2) The reactants are C([O-])(=O)C.[K+].[CH3:21][C:16]1([CH3:22])[C:17]([CH3:20])([CH3:19])[O:18][B:14]([B:14]2[O:18][C:17]([CH3:20])([CH3:19])[C:16]([CH3:22])([CH3:21])[O:15]2)[O:15]1.Br[C:25]1[CH:35]=[CH:34][C:28]2[O:29][C:30]([CH3:33])([CH3:32])[O:31][C:27]=2[CH:26]=1. The catalyst is C1C=CC(P(C2C=CC=CC=2)[C-]2C=CC=C2)=CC=1.C1C=CC(P(C2C=CC=CC=2)[C-]2C=CC=C2)=CC=1.Cl[Pd]Cl.[Fe+2].CS(C)=O. The product is [CH3:32][C:30]1([CH3:33])[O:29][C:28]2[CH:34]=[CH:35][C:25]([B:14]3[O:15][C:16]([CH3:21])([CH3:22])[C:17]([CH3:19])([CH3:20])[O:18]3)=[CH:26][C:27]=2[O:31]1. The yield is 0.490. (3) The reactants are [Br:1][C:2]1[C:3]([NH2:8])=[N:4][CH:5]=[CH:6][CH:7]=1.Br[CH2:10][C:11](=O)[CH2:12][C:13]1[CH:18]=[CH:17][CH:16]=[C:15]([C:19]([F:22])([F:21])[F:20])[CH:14]=1.C(=O)(O)[O-].[Na+].O. The catalyst is C(O)C. The product is [Br:1][C:2]1[C:3]2[N:4]([CH:10]=[C:11]([CH2:12][C:13]3[CH:18]=[CH:17][CH:16]=[C:15]([C:19]([F:20])([F:21])[F:22])[CH:14]=3)[N:8]=2)[CH:5]=[CH:6][CH:7]=1. The yield is 0.750. (4) The reactants are [C:1]([C:3]1[CH:4]=[C:5]([C:14]2(C(OC)=O)[NH:18][C:17]3[CH:19]=[CH:20][CH:21]=[CH:22][C:16]=3[S:15]2)[CH:6]=[CH:7][C:8]=1[O:9][CH2:10][CH:11]([CH3:13])[CH3:12])#[N:2].[OH-].[K+].Cl.CO.[CH2:32]([OH:34])C.C1C[O:38]CC1. The catalyst is O. The product is [C:1]([C:3]1[CH:4]=[C:5]([C:14]2[S:15][C:16]3[C:22]([C:32]([OH:34])=[O:38])=[CH:21][CH:20]=[CH:19][C:17]=3[N:18]=2)[CH:6]=[CH:7][C:8]=1[O:9][CH2:10][CH:11]([CH3:13])[CH3:12])#[N:2]. The yield is 0.830. (5) The reactants are [C:1]([C:3]1[CH:4]=[C:5]([C:16](=[O:24])[C:17]2[CH:22]=[CH:21][C:20](F)=[CH:19][CH:18]=2)[N:6]2[C:15]3[C:10](=[CH:11][CH:12]=[CH:13][CH:14]=3)[CH:9]=[CH:8][C:7]=12)#[N:2].C(=O)([O-])[O-].[NH:29]1[CH:33]=[CH:32][N:31]=[CH:30]1. The catalyst is CN(C=O)C.C(OCC)(=O)C. The product is [C:1]([C:3]1[CH:4]=[C:5]([C:16](=[O:24])[C:17]2[CH:22]=[CH:21][C:20]([N:29]3[CH:33]=[CH:32][N:31]=[CH:30]3)=[CH:19][CH:18]=2)[N:6]2[C:15]3[C:10](=[CH:11][CH:12]=[CH:13][CH:14]=3)[CH:9]=[CH:8][C:7]=12)#[N:2]. The yield is 0.750. (6) The yield is 0.170. The reactants are [Cl:1][C:2]1[CH:3]=[C:4]([C:9](=[O:11])[CH3:10])[CH:5]=[C:6]([Cl:8])[CH:7]=1.[N:12]1([C:17]2[CH:24]=[CH:23][C:20]([CH:21]=O)=[CH:19][CH:18]=2)[CH:16]=[N:15][CH:14]=[N:13]1.[OH-].[Na+]. The product is [N:12]1([C:17]2[CH:24]=[CH:23][C:20](/[CH:21]=[CH:10]/[C:9]([C:4]3[CH:3]=[C:2]([Cl:1])[CH:7]=[C:6]([Cl:8])[CH:5]=3)=[O:11])=[CH:19][CH:18]=2)[CH:16]=[N:15][CH:14]=[N:13]1. The catalyst is C(O)C.O.